The task is: Predict the reactants needed to synthesize the given product.. This data is from Full USPTO retrosynthesis dataset with 1.9M reactions from patents (1976-2016). (1) Given the product [Br:14][C:13]1[C:2]2[N:3]([CH:16]=[C:17]([CH3:18])[N:1]=2)[CH:4]=[C:5]([C:6]([O:8][CH:9]([CH3:11])[CH3:10])=[O:7])[CH:12]=1, predict the reactants needed to synthesize it. The reactants are: [NH2:1][C:2]1[C:13]([Br:14])=[CH:12][C:5]([C:6]([O:8][CH:9]([CH3:11])[CH3:10])=[O:7])=[CH:4][N:3]=1.Cl[CH2:16][C:17](=O)[CH3:18]. (2) The reactants are: [H-].[Na+].[C:3]([O:10][CH3:11])(=[O:9])[CH2:4][C:5]([O:7][CH3:8])=[O:6].[Br:12][C:13]1[CH:14]=[C:15]2[C:20](=[CH:21][CH:22]=1)[N:19]=[C:18]([O:23][CH3:24])[C:17]([CH:25](Br)[C:26]1[CH:31]=[CH:30][CH:29]=[CH:28][CH:27]=1)=[CH:16]2. Given the product [CH3:8][O:7][C:5](=[O:6])[CH:4]([CH:25]([C:17]1[C:18]([O:23][CH3:24])=[N:19][C:20]2[C:15]([CH:16]=1)=[CH:14][C:13]([Br:12])=[CH:22][CH:21]=2)[C:26]1[CH:27]=[CH:28][CH:29]=[CH:30][CH:31]=1)[C:3]([O:10][CH3:11])=[O:9], predict the reactants needed to synthesize it. (3) Given the product [CH2:1]([O:3][C:4]([C:6]1([NH:15][C:28](=[O:29])[C:27]2[C:31]([CH3:35])=[CH:32][CH:33]=[CH:34][C:26]=2[Cl:25])[CH2:14][C:13]2[C:8](=[CH:9][CH:10]=[CH:11][CH:12]=2)[CH2:7]1)=[O:5])[CH3:2], predict the reactants needed to synthesize it. The reactants are: [CH2:1]([O:3][C:4]([C:6]1([NH2:15])[CH2:14][C:13]2[C:8](=[CH:9][CH:10]=[CH:11][CH:12]=2)[CH2:7]1)=[O:5])[CH3:2].CCN(C(C)C)C(C)C.[Cl:25][C:26]1[CH:34]=[CH:33][CH:32]=[C:31]([CH3:35])[C:27]=1[C:28](Cl)=[O:29].CO.